Dataset: Full USPTO retrosynthesis dataset with 1.9M reactions from patents (1976-2016). Task: Predict the reactants needed to synthesize the given product. (1) Given the product [ClH:40].[NH2:32][C@H:8]([C:5]1[CH:4]=[CH:3][C:2]([OH:1])=[CH:7][CH:6]=1)[C:9]([NH:10][C:11]1[CH:12]=[C:13]2[C:29](=[O:30])[NH:28][N:27]=[CH:26][C:15]3=[C:16]([C:20]4[CH:25]=[CH:24][CH:23]=[CH:22][CH:21]=4)[NH:17][C:18]([CH:19]=1)=[C:14]23)=[O:31], predict the reactants needed to synthesize it. The reactants are: [OH:1][C:2]1[CH:7]=[CH:6][C:5]([C@@H:8]([NH:32]C(=O)OC(C)(C)C)[C:9](=[O:31])[NH:10][C:11]2[CH:12]=[C:13]3[C:29](=[O:30])[NH:28][N:27]=[CH:26][C:15]4=[C:16]([C:20]5[CH:25]=[CH:24][CH:23]=[CH:22][CH:21]=5)[NH:17][C:18]([CH:19]=2)=[C:14]34)=[CH:4][CH:3]=1.[ClH:40].C(N(CC)CC)C. (2) Given the product [Br:1][C:2]1[C:6]([N+:7]([O-:9])=[O:8])=[C:5]([Br:10])[N:4]([CH2:14][CH:15]([OH:17])[CH3:16])[N:3]=1, predict the reactants needed to synthesize it. The reactants are: [Br:1][C:2]1[C:6]([N+:7]([O-:9])=[O:8])=[C:5]([Br:10])[NH:4][N:3]=1.[H-].[Na+].Br[CH2:14][CH:15]([OH:17])[CH3:16].